Dataset: Forward reaction prediction with 1.9M reactions from USPTO patents (1976-2016). Task: Predict the product of the given reaction. (1) The product is: [NH:1]([C:10]([O:12][C:13]([CH3:16])([CH3:15])[CH3:14])=[O:11])[C@H:2]([C:7]([N:22]([CH3:26])[O:31][CH3:32])=[O:9])[CH2:3][CH:4]([CH3:5])[CH3:6]. Given the reactants [NH:1]([C:10]([O:12][C:13]([CH3:16])([CH3:15])[CH3:14])=[O:11])[C@H:2]([C:7]([OH:9])=O)[CH2:3][CH:4]([CH3:6])[CH3:5].F[B-](F)(F)F.[N:22]1([O:31][C:32](N(C)C)=[N+](C)C)[C:26]2C=CC=CC=2N=N1.C1C=CC2N(O)N=NC=2C=1.CCN(C(C)C)C(C)C.CNOC, predict the reaction product. (2) Given the reactants CC1(C)[O:6][C:5](=[CH:7][C:8]([N:10]([CH2:12][C:13]2[CH:18]=[CH:17][C:16]([F:19])=[CH:15][C:14]=2[S:20]([CH3:22])=[O:21])[CH3:11])=[O:9])[C:4](=[O:23])O1.[CH2:25]=O.[NH2:27][CH2:28][CH2:29][CH2:30][C:31]([OH:33])=[O:32], predict the reaction product. The product is: [F:19][C:16]1[CH:17]=[CH:18][C:13]([CH2:12][N:10]([CH3:11])[C:8]([C:7]2[CH2:25][N:27]([CH2:28][CH2:29][CH2:30][C:31]([OH:33])=[O:32])[C:4](=[O:23])[C:5]=2[OH:6])=[O:9])=[C:14]([S:20]([CH3:22])=[O:21])[CH:15]=1.